From a dataset of Full USPTO retrosynthesis dataset with 1.9M reactions from patents (1976-2016). Predict the reactants needed to synthesize the given product. (1) Given the product [CH3:12][O:11][C:10]1[CH:9]=[CH:8][CH:7]=[C:3]2[C:2]=1[N:1]=[C:14]([OH:15])[N:13]=[C:4]2[OH:6], predict the reactants needed to synthesize it. The reactants are: [NH2:1][C:2]1[C:10]([O:11][CH3:12])=[CH:9][CH:8]=[CH:7][C:3]=1[C:4]([OH:6])=O.[NH2:13][C:14](N)=[O:15]. (2) Given the product [ClH:44].[ClH:44].[F:42][C:2]([F:1])([F:43])[C@H:3]([N:29]1[CH2:33][CH2:32][C@H:31]([NH2:34])[CH2:30]1)[C:4]1[CH:5]=[CH:6][C:7]2[N:8]([C:10]([C:13]3[CH:22]=[CH:21][C:20]4[C:15](=[CH:16][C:17]([O:23][C@H:24]([CH3:28])[CH2:25][O:26][CH3:27])=[CH:18][CH:19]=4)[N:14]=3)=[N:11][N:12]=2)[CH:9]=1, predict the reactants needed to synthesize it. The reactants are: [F:1][C:2]([F:43])([F:42])[C@H:3]([N:29]1[CH2:33][CH2:32][C@H:31]([NH:34]C(=O)OC(C)(C)C)[CH2:30]1)[C:4]1[CH:5]=[CH:6][C:7]2[N:8]([C:10]([C:13]3[CH:22]=[CH:21][C:20]4[C:15](=[CH:16][C:17]([O:23][C@H:24]([CH3:28])[CH2:25][O:26][CH3:27])=[CH:18][CH:19]=4)[N:14]=3)=[N:11][N:12]=2)[CH:9]=1.[ClH:44]. (3) Given the product [Cl:23][C:13]1[N:12]([CH3:16])[C:11]2[C:6]([CH:3]([CH2:4][CH3:5])[CH2:1][CH3:2])=[CH:7][CH:8]=[C:9]([C:17]([F:20])([F:19])[F:18])[C:10]=2[N:14]=1, predict the reactants needed to synthesize it. The reactants are: [CH2:1]([CH:3]([C:6]1[C:11]2[N:12]([CH3:16])[C:13](=O)[NH:14][C:10]=2[C:9]([C:17]([F:20])([F:19])[F:18])=[CH:8][CH:7]=1)[CH2:4][CH3:5])[CH3:2].P(Cl)(Cl)([Cl:23])=O.